This data is from NCI-60 drug combinations with 297,098 pairs across 59 cell lines. The task is: Regression. Given two drug SMILES strings and cell line genomic features, predict the synergy score measuring deviation from expected non-interaction effect. (1) Drug 1: CN(C)N=NC1=C(NC=N1)C(=O)N. Drug 2: CC1C(C(CC(O1)OC2CC(CC3=C2C(=C4C(=C3O)C(=O)C5=C(C4=O)C(=CC=C5)OC)O)(C(=O)CO)O)N)O.Cl. Cell line: NCI-H522. Synergy scores: CSS=51.8, Synergy_ZIP=-1.97, Synergy_Bliss=0.342, Synergy_Loewe=-21.7, Synergy_HSA=1.89. (2) Drug 1: CN1CCC(CC1)COC2=C(C=C3C(=C2)N=CN=C3NC4=C(C=C(C=C4)Br)F)OC. Drug 2: CC(CN1CC(=O)NC(=O)C1)N2CC(=O)NC(=O)C2. Cell line: COLO 205. Synergy scores: CSS=58.9, Synergy_ZIP=2.38, Synergy_Bliss=-0.395, Synergy_Loewe=-6.47, Synergy_HSA=-5.43. (3) Drug 1: CCC1=CC2CC(C3=C(CN(C2)C1)C4=CC=CC=C4N3)(C5=C(C=C6C(=C5)C78CCN9C7C(C=CC9)(C(C(C8N6C)(C(=O)OC)O)OC(=O)C)CC)OC)C(=O)OC.C(C(C(=O)O)O)(C(=O)O)O. Drug 2: C(CN)CNCCSP(=O)(O)O. Cell line: DU-145. Synergy scores: CSS=13.5, Synergy_ZIP=-1.36, Synergy_Bliss=-0.272, Synergy_Loewe=-51.4, Synergy_HSA=-0.168. (4) Drug 1: COC1=C(C=C2C(=C1)N=CN=C2NC3=CC(=C(C=C3)F)Cl)OCCCN4CCOCC4. Drug 2: C(=O)(N)NO. Cell line: RXF 393. Synergy scores: CSS=23.5, Synergy_ZIP=-4.58, Synergy_Bliss=-1.91, Synergy_Loewe=-23.8, Synergy_HSA=0.576. (5) Drug 1: CC1=C(C(=O)C2=C(C1=O)N3CC4C(C3(C2COC(=O)N)OC)N4)N. Drug 2: C1C(C(OC1N2C=NC3=C2NC=NCC3O)CO)O. Cell line: TK-10. Synergy scores: CSS=8.00, Synergy_ZIP=-4.03, Synergy_Bliss=2.00, Synergy_Loewe=-7.39, Synergy_HSA=2.12. (6) Drug 1: CC12CCC3C(C1CCC2=O)CC(=C)C4=CC(=O)C=CC34C. Drug 2: C1=C(C(=O)NC(=O)N1)F. Cell line: HL-60(TB). Synergy scores: CSS=90.6, Synergy_ZIP=-2.16, Synergy_Bliss=-6.36, Synergy_Loewe=-5.27, Synergy_HSA=-5.21. (7) Drug 1: CC1=C(C=C(C=C1)C(=O)NC2=CC(=CC(=C2)C(F)(F)F)N3C=C(N=C3)C)NC4=NC=CC(=N4)C5=CN=CC=C5. Drug 2: CCN(CC)CCNC(=O)C1=C(NC(=C1C)C=C2C3=C(C=CC(=C3)F)NC2=O)C. Cell line: SF-539. Synergy scores: CSS=4.02, Synergy_ZIP=2.83, Synergy_Bliss=0.605, Synergy_Loewe=-0.389, Synergy_HSA=-2.97. (8) Cell line: T-47D. Drug 2: CC1CCC2CC(C(=CC=CC=CC(CC(C(=O)C(C(C(=CC(C(=O)CC(OC(=O)C3CCCCN3C(=O)C(=O)C1(O2)O)C(C)CC4CCC(C(C4)OC)O)C)C)O)OC)C)C)C)OC. Synergy scores: CSS=0.386, Synergy_ZIP=1.13, Synergy_Bliss=1.59, Synergy_Loewe=-0.549, Synergy_HSA=-1.32. Drug 1: C1=NC2=C(N1)C(=S)N=CN2. (9) Drug 1: COC1=CC(=CC(=C1O)OC)C2C3C(COC3=O)C(C4=CC5=C(C=C24)OCO5)OC6C(C(C7C(O6)COC(O7)C8=CC=CS8)O)O. Drug 2: C(CCl)NC(=O)N(CCCl)N=O. Cell line: OVCAR-8. Synergy scores: CSS=15.9, Synergy_ZIP=-4.80, Synergy_Bliss=-0.0919, Synergy_Loewe=-15.2, Synergy_HSA=-0.0882.